Dataset: Full USPTO retrosynthesis dataset with 1.9M reactions from patents (1976-2016). Task: Predict the reactants needed to synthesize the given product. (1) The reactants are: Cl.N(C[C@@H]([C@H]([C@@H]([C@@H](CO)O)O)O)O)C.[O:15]=[CH:16][C@@H:17]([C@H:19]([C@@H:21]([C@@H:23]([CH2:25][OH:26])[OH:24])[OH:22])[OH:20])[OH:18].[CH2:27]([OH:38])[C@H:28]([C@H:30]([C@@H:32]([C@@H:34]([CH2:36][OH:37])[OH:35])[OH:33])[OH:31])[OH:29]. Given the product [O:15]=[CH:16][C@@H:17]([C@H:19]([C@@H:21]([C@@H:23]([CH2:25][OH:26])[OH:24])[OH:22])[OH:20])[OH:18].[CH2:36]([OH:37])[C@H:34]([C@H:32]([C@@H:30]([C@@H:28]([CH2:27][OH:38])[OH:29])[OH:31])[OH:33])[OH:35], predict the reactants needed to synthesize it. (2) The reactants are: [Cl-].[CH2:2]([NH2+:9][CH2:10][CH2:11]Cl)[C:3]1[CH:8]=[CH:7][CH:6]=[CH:5][CH:4]=1.[Cl:13][C:14]1[CH:19]=[C:18]([Cl:20])[CH:17]=[CH:16][C:15]=1[N:21]=[C:22]=[S:23]. Given the product [Cl:13][C:14]1[CH:19]=[C:18]([Cl:20])[CH:17]=[CH:16][C:15]=1[N:21]=[C:22]1[N:9]([CH2:2][C:3]2[CH:4]=[CH:5][CH:6]=[CH:7][CH:8]=2)[CH2:10][CH2:11][S:23]1, predict the reactants needed to synthesize it. (3) Given the product [CH3:24][C:22]1[CH:23]=[C:18]([O:17][CH:14]([C:11]2[S:10][C:9]([C:7]([NH:6][CH2:5][CH2:4][C:3]([OH:36])=[O:2])=[O:8])=[CH:13][CH:12]=2)[CH2:15][CH3:16])[CH:19]=[C:20]([CH3:35])[C:21]=1[C:25]1[CH:30]=[CH:29][C:28]([C:31]([F:32])([F:33])[F:34])=[CH:27][CH:26]=1, predict the reactants needed to synthesize it. The reactants are: C[O:2][C:3](=[O:36])[CH2:4][CH2:5][NH:6][C:7]([C:9]1[S:10][C:11]([CH:14]([O:17][C:18]2[CH:23]=[C:22]([CH3:24])[C:21]([C:25]3[CH:30]=[CH:29][C:28]([C:31]([F:34])([F:33])[F:32])=[CH:27][CH:26]=3)=[C:20]([CH3:35])[CH:19]=2)[CH2:15][CH3:16])=[CH:12][CH:13]=1)=[O:8].[OH-].[Na+].Cl. (4) Given the product [CH3:2][C:3]1[CH:4]=[C:5]([CH2:12][C:13]([NH2:14])=[S:1])[CH:6]=[CH:7][C:8]=1[N+:9]([O-:11])=[O:10], predict the reactants needed to synthesize it. The reactants are: [SH2:1].[CH3:2][C:3]1[CH:4]=[C:5]([CH2:12][C:13]#[N:14])[CH:6]=[CH:7][C:8]=1[N+:9]([O-:11])=[O:10]. (5) Given the product [ClH:28].[N:34]12[CH2:39][CH2:38][CH:37]([CH2:36][CH2:35]1)[C@@H:32]([NH:31][C:11]([C:4]1[N:3]=[CH:2][N:7]3[CH:8]=[CH:9][CH:10]=[C:6]3[CH:5]=1)=[O:13])[CH2:33]2, predict the reactants needed to synthesize it. The reactants are: Cl.[CH:2]1[N:7]2[CH:8]=[CH:9][CH:10]=[C:6]2[CH:5]=[C:4]([C:11]([OH:13])=O)[N:3]=1.C1(P([Cl:28])(C2C=CC=CC=2)=O)C=CC=CC=1.Cl.Cl.[NH2:31][C@@H:32]1[CH:37]2[CH2:38][CH2:39][N:34]([CH2:35][CH2:36]2)[CH2:33]1.[OH-].[Na+]. (6) Given the product [F:32][CH:2]([F:1])[N:3]1[C:8](=[O:9])[CH:7]=[CH:6][C:5]([N:10]2[CH:14]=[CH:13][C:12]([N:15]3[CH2:20][CH2:19][O:18][C@@:17]([C@@H:22]([OH:30])[C:23]([OH:25])=[O:24])([CH3:21])[C:16]3=[O:31])=[N:11]2)=[CH:4]1, predict the reactants needed to synthesize it. The reactants are: [F:1][CH:2]([F:32])[N:3]1[C:8](=[O:9])[CH:7]=[CH:6][C:5]([N:10]2[CH:14]=[CH:13][C:12]([N:15]3[CH2:20][CH2:19][O:18][C@@:17]([C@@H:22]([OH:30])[C:23]([O:25]C(C)(C)C)=[O:24])([CH3:21])[C:16]3=[O:31])=[N:11]2)=[CH:4]1.